From a dataset of Forward reaction prediction with 1.9M reactions from USPTO patents (1976-2016). Predict the product of the given reaction. (1) Given the reactants [OH:1][C:2]1[CH:7]=[C:6]([OH:8])[CH:5]=[CH:4][C:3]=1[C:9](=[O:22])[CH2:10][C:11]1[CH:21]=[CH:20][C:14]([C:15]([O:17]CC)=[O:16])=[CH:13][CH:12]=1.Cl, predict the reaction product. The product is: [OH:1][C:2]1[CH:7]=[C:6]([OH:8])[CH:5]=[CH:4][C:3]=1[C:9](=[O:22])[CH2:10][C:11]1[CH:21]=[CH:20][C:14]([C:15]([OH:17])=[O:16])=[CH:13][CH:12]=1. (2) Given the reactants [CH3:1][O:2][C:3](=[O:12])[CH2:4][C:5]1[CH:6]=[N:7][CH:8]=[C:9](Br)[CH:10]=1.C1(P(C2CCCCC2)C2C=CC=CC=2C2C(OC)=CC=CC=2OC)CCCCC1.P([O-])([O-])([O-])=O.[K+].[K+].[K+].[CH3:50][C:51]1[CH:52]=[C:53]([C:67]([C:72]2[CH:77]=[CH:76][C:75](/[CH:78]=[CH:79]/[C:80]([CH2:84][CH3:85])([OH:83])[CH2:81][CH3:82])=[C:74]([CH3:86])[CH:73]=2)([CH2:70][CH3:71])[CH2:68][CH3:69])[CH:54]=[C:55]([CH3:66])[C:56]=1B1OC(C)(C)C(C)(C)O1.C(=O)(O)[O-].[Na+], predict the reaction product. The product is: [CH3:1][O:2][C:3](=[O:12])[CH2:4][C:5]1[CH:6]=[N:7][CH:8]=[C:9]([C:56]2[C:55]([CH3:66])=[CH:54][C:53]([C:67]([CH2:68][CH3:69])([C:72]3[CH:77]=[CH:76][C:75](/[CH:78]=[CH:79]/[C:80]([CH2:84][CH3:85])([OH:83])[CH2:81][CH3:82])=[C:74]([CH3:86])[CH:73]=3)[CH2:70][CH3:71])=[CH:52][C:51]=2[CH3:50])[CH:10]=1. (3) Given the reactants [C:1]([O:4][C@H:5]1[C@@H:9]([O:10][C:11](=[O:13])[CH3:12])[CH:8](OC(=O)C)[O:7][C@@H:6]1[C:18]1[CH:22]=[C:21]([CH2:23][CH3:24])[O:20][N:19]=1)(=[O:3])[CH3:2].[Cl:25][C:26]1[N:34]=[C:33]2[C:29]([NH:30][CH:31]=[N:32]2)=[C:28]([Cl:35])[N:27]=1.N12CCCN=C1CCCCC2.FC(F)(F)S(O[Si](C)(C)C)(=O)=O, predict the reaction product. The product is: [C:11]([O:10][C@@H:9]1[C@H:5]([O:4][C:1](=[O:3])[CH3:2])[C@@H:6]([C:18]2[CH:22]=[C:21]([CH2:23][CH3:24])[O:20][N:19]=2)[O:7][C@H:8]1[N:32]1[CH:31]=[N:30][C:29]2[C:33]1=[N:34][C:26]([Cl:25])=[N:27][C:28]=2[Cl:35])(=[O:13])[CH3:12]. (4) Given the reactants C[O:2][C:3]([C:5]1[CH:9]=[C:8]([C:10]2[CH:11]=[C:12]3[C:16](=[CH:17][CH:18]=2)[N:15]([S:19]([C:22]2[CH:27]=[CH:26][CH:25]=[CH:24][CH:23]=2)(=[O:21])=[O:20])[C:14]([C:28]2[C:33]([F:34])=[CH:32][CH:31]=[CH:30][C:29]=2[F:35])=[CH:13]3)[N:7]([CH3:36])[N:6]=1)=[O:4].[OH-].[Li+], predict the reaction product. The product is: [C:22]1([S:19]([N:15]2[C:16]3[C:12](=[CH:11][C:10]([C:8]4[N:7]([CH3:36])[N:6]=[C:5]([C:3]([OH:4])=[O:2])[CH:9]=4)=[CH:18][CH:17]=3)[CH:13]=[C:14]2[C:28]2[C:33]([F:34])=[CH:32][CH:31]=[CH:30][C:29]=2[F:35])(=[O:20])=[O:21])[CH:27]=[CH:26][CH:25]=[CH:24][CH:23]=1. (5) The product is: [F:1][C:2]1[C:3]([C:10]2[NH:14][N:13]=[CH:12][CH:11]=2)=[C:4]([CH:7]=[CH:8][CH:9]=1)[C:5]([OH:19])=[O:15]. Given the reactants [F:1][C:2]1[C:3]([C:10]2[NH:14][N:13]=[CH:12][CH:11]=2)=[C:4]([CH:7]=[CH:8][CH:9]=1)[C:5]#N.[OH-:15].[Na+].Cl.C[OH:19], predict the reaction product.